Regression. Given two drug SMILES strings and cell line genomic features, predict the synergy score measuring deviation from expected non-interaction effect. From a dataset of NCI-60 drug combinations with 297,098 pairs across 59 cell lines. Drug 1: COC1=C2C(=CC3=C1OC=C3)C=CC(=O)O2. Drug 2: C1CN(P(=O)(OC1)NCCCl)CCCl. Cell line: M14. Synergy scores: CSS=-2.34, Synergy_ZIP=4.67, Synergy_Bliss=3.48, Synergy_Loewe=-5.38, Synergy_HSA=-5.23.